This data is from Forward reaction prediction with 1.9M reactions from USPTO patents (1976-2016). The task is: Predict the product of the given reaction. (1) Given the reactants Cl[CH2:2][CH2:3][CH2:4][O:5][C:6]1[CH:11]=[CH:10][C:9]([I:12])=[CH:8][CH:7]=1.[CH3:13][C:14]1([CH3:20])[CH2:19][CH2:18][CH2:17][NH:16][CH2:15]1.[I-].[Na+].C(=O)([O-])[O-].[K+].[K+], predict the reaction product. The product is: [I:12][C:9]1[CH:10]=[CH:11][C:6]([O:5][CH2:4][CH2:3][CH2:2][N:16]2[CH2:17][CH2:18][CH2:19][C:14]([CH3:20])([CH3:13])[CH2:15]2)=[CH:7][CH:8]=1. (2) The product is: [Br:1][C:2]1[CH:7]=[N:6][C:5]([N:8]([CH3:25])[CH:9]2[CH2:10][CH2:11][C:12]([CH3:20])([C:15]([O:17][CH2:18][CH3:19])=[O:16])[CH2:13][CH2:14]2)=[N:4][CH:3]=1. Given the reactants [Br:1][C:2]1[CH:3]=[N:4][C:5]([NH:8][CH:9]2[CH2:14][CH2:13][C:12]([CH3:20])([C:15]([O:17][CH2:18][CH3:19])=[O:16])[CH2:11][CH2:10]2)=[N:6][CH:7]=1.[H-].[Na+].CI.[CH3:25]CCCCC, predict the reaction product. (3) Given the reactants C(O)(C(F)(F)F)=O.[CH2:8]([O:43][CH:44]1[C@H:48]2[C@H:49](OC3CCCCO3)[N:50](C(OC(C)(C)C)=O)[C:51]3[CH:58]=[CH:57][C:56]([O:59][CH3:60])=[CH:55][C:52]=3[C:53](=[O:54])[N:47]2[CH2:46][CH2:45]1)[CH2:9][CH2:10][O:11][CH:12]1[C@H:16]2[C@H:17](OC3CCCCO3)[N:18](C(OC(C)(C)C)=O)[C:19]3[CH:26]=[CH:25][C:24]([O:27][CH3:28])=[CH:23][C:20]=3[C:21](=[O:22])[N:15]2[CH2:14][CH2:13]1.C([O-])(O)=O.[Na+], predict the reaction product. The product is: [CH2:8]([O:43][CH:44]1[C@@H:48]2[CH:49]=[N:50][C:51]3[CH:58]=[CH:57][C:56]([O:59][CH3:60])=[CH:55][C:52]=3[C:53](=[O:54])[N:47]2[CH2:46][CH2:45]1)[CH2:9][CH2:10][O:11][CH:12]1[C@@H:16]2[CH:17]=[N:18][C:19]3[CH:26]=[CH:25][C:24]([O:27][CH3:28])=[CH:23][C:20]=3[C:21](=[O:22])[N:15]2[CH2:14][CH2:13]1. (4) The product is: [NH2:8][C:9]1[S:13][C:12]([C:14]2[C:15]([F:21])=[CH:16][CH:17]=[CH:18][C:19]=2[F:20])=[N:11][C:10]=1[C:22]([NH:24][C:25]1[CH:26]=[N:27][N:28]([CH3:45])[C:29]=1[N:30]1[CH2:35][C@@H:34]([F:36])[CH2:33][C@H:32]([NH2:37])[CH2:31]1)=[O:23]. Given the reactants C(OC([NH:8][C:9]1[S:13][C:12]([C:14]2[C:19]([F:20])=[CH:18][CH:17]=[CH:16][C:15]=2[F:21])=[N:11][C:10]=1[C:22]([NH:24][C:25]1[CH:26]=[N:27][N:28]([CH3:45])[C:29]=1[N:30]1[CH2:35][C@@H:34]([F:36])[CH2:33][C@H:32]([NH:37]C(=O)OC(C)(C)C)[CH2:31]1)=[O:23])=O)(C)(C)C.N, predict the reaction product. (5) Given the reactants I[C:2]1[S:6][C:5]([C:7]2[CH:8]=[C:9]3[C:14](=[CH:15][CH:16]=2)[C:13](=[O:17])[N:12]([CH3:18])[CH2:11][CH2:10]3)=[CH:4][CH:3]=1.CC1(C)C(C)(C)OB([C:27]2[CH:28]=[C:29]([NH:33][C:34](=[O:40])[O:35][C:36]([CH3:39])([CH3:38])[CH3:37])[CH:30]=[N:31][CH:32]=2)O1, predict the reaction product. The product is: [CH3:18][N:12]1[CH2:11][CH2:10][C:9]2[C:14](=[CH:15][CH:16]=[C:7]([C:5]3[S:6][C:2]([C:27]4[CH:28]=[C:29]([NH:33][C:34](=[O:40])[O:35][C:36]([CH3:38])([CH3:37])[CH3:39])[CH:30]=[N:31][CH:32]=4)=[CH:3][CH:4]=3)[CH:8]=2)[C:13]1=[O:17]. (6) Given the reactants [Br:1][C:2]1[CH:10]=[C:9]2[C:5]([CH:6]=[C:7]([C:11]([N:13]3[CH2:18][CH2:17][S:16](=[O:20])(=[O:19])[CH2:15][CH2:14]3)=[O:12])[NH:8]2)=[CH:4][C:3]=1[O:21][CH:22]1[CH2:27][CH2:26][N:25]([CH:28]([CH3:30])[CH3:29])[CH2:24][CH2:23]1.Br[CH2:32][CH2:33][O:34][CH3:35], predict the reaction product. The product is: [Br:1][C:2]1[CH:10]=[C:9]2[C:5]([CH:6]=[C:7]([C:11]([N:13]3[CH2:18][CH2:17][S:16](=[O:20])(=[O:19])[CH2:15][CH2:14]3)=[O:12])[N:8]2[CH2:32][CH2:33][O:34][CH3:35])=[CH:4][C:3]=1[O:21][CH:22]1[CH2:27][CH2:26][N:25]([CH:28]([CH3:30])[CH3:29])[CH2:24][CH2:23]1. (7) Given the reactants [Br:1][C:2]1[CH:3]=[N:4][C:5]2[N:6]([N:8]=[C:9]([C:11]([OH:13])=O)[CH:10]=2)[CH:7]=1.[Br:14][C:15]1[C:23]2[CH2:22][CH2:21][NH:20][CH:19]([CH3:24])[C:18]=2[O:17][CH:16]=1, predict the reaction product. The product is: [Br:14][C:15]1[C:23]2[CH2:22][CH2:21][N:20]([C:11]([C:9]3[CH:10]=[C:5]4[N:4]=[CH:3][C:2]([Br:1])=[CH:7][N:6]4[N:8]=3)=[O:13])[CH:19]([CH3:24])[C:18]=2[O:17][CH:16]=1. (8) Given the reactants [N+:1]([C:4]1[CH:9]=[CH:8][CH:7]=[CH:6][C:5]=1B(O)O)([O-:3])=[O:2].[Li+].[Cl-].[C:15]([O:19]C(N1CCC(=O)CC1)=O)([CH3:18])([CH3:17])[CH3:16].[Li+].CC([N-]C(C)C)C.[CH:37]1[CH:42]=[CH:41][C:40]([N:43](S(C(F)(F)F)(=O)=O)S(C(F)(F)F)(=O)=O)=[CH:39][CH:38]=1.C([O-])([O-])=[O:59].[Na+].[Na+], predict the reaction product. The product is: [N+:1]([C:4]1[CH:9]=[CH:8][CH:7]=[CH:6][C:5]=1[C:38]1[CH2:37][CH2:42][NH:43][CH:40]([C:41]([O:19][C:15]([CH3:18])([CH3:17])[CH3:16])=[O:59])[CH:39]=1)([O-:3])=[O:2]. (9) Given the reactants P([O-])([O-])([O-])=O.[K+].[K+].[K+].Br[C:10]1[CH:11]=[C:12]2[C:17]([NH:18][C@H:19]([CH3:24])[C:20]([F:23])([CH3:22])[CH3:21])=[C:16]([C:25]([NH2:27])=[O:26])[CH:15]=[N:14][N:13]2[CH:28]=1.[C:29]1(B(O)O)[CH:34]=[CH:33][CH:32]=[CH:31][CH:30]=1.CC(C1C=C(C(C)C)C(C2C=CC=CC=2P(C2CCCCC2)C2CCCCC2)=C(C(C)C)C=1)C, predict the reaction product. The product is: [F:23][C:20]([CH3:22])([CH3:21])[C@H:19]([NH:18][C:17]1[C:12]2[N:13]([CH:28]=[C:10]([C:29]3[CH:34]=[CH:33][CH:32]=[CH:31][CH:30]=3)[CH:11]=2)[N:14]=[CH:15][C:16]=1[C:25]([NH2:27])=[O:26])[CH3:24]. (10) Given the reactants [NH:1]1[C:9]2[C:4](=[CH:5][CH:6]=[CH:7][CH:8]=2)[CH:3]=[C:2]1[C:10]1[CH:11]=[C:12]([C:16]2[C:17]([N:37]([CH3:42])[S:38]([CH3:41])(=[O:40])=[O:39])=[CH:18][C:19]3[O:23][C:22]([C:24]4[CH:29]=[CH:28][C:27]([F:30])=[CH:26][CH:25]=4)=[C:21]([C:31]([O:33]CC)=[O:32])[C:20]=3[CH:36]=2)[CH:13]=[CH:14][CH:15]=1.[Li+].[OH-], predict the reaction product. The product is: [NH:1]1[C:9]2[C:4](=[CH:5][CH:6]=[CH:7][CH:8]=2)[CH:3]=[C:2]1[C:10]1[CH:11]=[C:12]([C:16]2[C:17]([N:37]([CH3:42])[S:38]([CH3:41])(=[O:39])=[O:40])=[CH:18][C:19]3[O:23][C:22]([C:24]4[CH:25]=[CH:26][C:27]([F:30])=[CH:28][CH:29]=4)=[C:21]([C:31]([OH:33])=[O:32])[C:20]=3[CH:36]=2)[CH:13]=[CH:14][CH:15]=1.